This data is from Full USPTO retrosynthesis dataset with 1.9M reactions from patents (1976-2016). The task is: Predict the reactants needed to synthesize the given product. (1) Given the product [CH3:19][N:18]1[CH:10]2[CH2:9][CH2:8][CH:7]1[C@H:6]([CH2:4][OH:3])[C@@H:12]([C:13]1[S:14][CH:15]=[CH:16][CH:17]=1)[CH2:11]2, predict the reactants needed to synthesize it. The reactants are: C([O:3][C:4]([C@@H:6]1[C@@H:12]([C:13]2[S:14][CH:15]=[CH:16][CH:17]=2)[CH2:11][CH:10]2[N:18]([CH3:19])[CH:7]1[CH2:8][CH2:9]2)=O)C.C1(C)C=CC=CC=1.COCCO[AlH2-]OCCOC.[Na+].[OH-].[Na+]. (2) Given the product [OH:22][C@@H:3]1[C@H:2]([OH:1])[C@@H:6]([CH2:5][OH:4])[O:7][C@H:10]1[N:11]1[CH2:20][CH2:19][C:18]2[C:13](=[CH:14][CH:15]=[CH:16][CH:17]=2)[C:12]1=[O:21], predict the reactants needed to synthesize it. The reactants are: [OH:1][C@@H:2]1[C@H:6]([OH:7])[C@@H:5](CO)[O:4][C@H:3]1[CH2:10][N:11]1[CH:20]=[CH:19][C:18]2[C:13](=[CH:14][CH:15]=[CH:16][CH:17]=2)[C:12]1=[O:21].[O:22]1CCCC1.C(O)(=O)C. (3) Given the product [C:18]([C@H:15]1[CH2:16][CH2:17][C@H:12]([C:10]([O:9][CH3:8])=[O:11])[CH2:13][CH2:14]1)#[N:5], predict the reactants needed to synthesize it. The reactants are: ClS([N:5]=C=O)(=O)=O.[CH3:8][O:9][C:10]([C@H:12]1[CH2:17][CH2:16][C@H:15]([C:18](O)=O)[CH2:14][CH2:13]1)=[O:11].CN(C)C=O. (4) Given the product [CH:6]([OH:7])=[O:5].[NH2:42][C:36]1[C:37]([NH:41][C:47](=[O:48])[O:17][CH:13]2[CH2:16][CH2:15][CH2:14]2)=[C:38]([NH2:40])[N:39]=[C:34]([C:27]2[N:26]=[C:25]([CH2:24][C:23]3[CH:43]=[CH:44][CH:45]=[CH:46][C:22]=3[F:21])[N:29]3[C:28]=2[CH:33]=[CH:32][CH:31]=[N:30]3)[N:35]=1, predict the reactants needed to synthesize it. The reactants are: ClC([O:5][C:6](=O)[O:7]C(Cl)(Cl)Cl)(Cl)Cl.[CH:13]1([OH:17])[CH2:16][CH2:15][CH2:14]1.Cl.Cl.Cl.[F:21][C:22]1[CH:46]=[CH:45][CH:44]=[CH:43][C:23]=1[CH2:24][C:25]1[N:29]2[N:30]=[CH:31][CH:32]=[CH:33][C:28]2=[C:27]([C:34]2[N:39]=[C:38]([NH2:40])[C:37]([NH2:41])=[C:36]([NH2:42])[N:35]=2)[N:26]=1.[C:47](=O)(O)[O-:48].[Na+]. (5) Given the product [Na+:27].[CH:15]1[C:16]2[C:11](=[N:10][C:9]([C:6]3[CH:7]=[CH:8][C:3]([CH2:2][S:23]([O-:26])(=[O:25])=[O:24])=[CH:4][CH:5]=3)=[C:22]3[C:17]=2[CH:18]=[CH:19][CH:20]=[CH:21]3)[CH:12]=[CH:13][CH:14]=1, predict the reactants needed to synthesize it. The reactants are: Cl[CH2:2][C:3]1[CH:8]=[CH:7][C:6]([C:9]2[N:10]=[C:11]3[C:16](=[C:17]4[C:22]=2[CH:21]=[CH:20][CH:19]=[CH:18]4)[CH:15]=[CH:14][CH:13]=[CH:12]3)=[CH:5][CH:4]=1.[S:23]([O-:26])([O-:25])=[O:24].[Na+:27].[Na+]. (6) Given the product [CH:20]([CH:21]1[C:39]2[C:34](=[CH:35][CH:36]=[CH:37][CH:38]=2)[C:23]([C:29]([O:31][CH2:32][CH3:33])=[O:30])([C:24]([O:26][CH2:27][CH3:28])=[O:25])[CH2:22]1)=[CH2:19].[CH:20]([CH:21]1[C:35]2[C:34](=[CH:39][CH:38]=[CH:37][CH:36]=2)[C:23]([C:29]([O-:31])=[O:30])([C:24]([O-:26])=[O:25])[CH2:22]1)=[CH2:19], predict the reactants needed to synthesize it. The reactants are: [In].[Cl-].[In+3].[Cl-].[Cl-].[Cl-].[Li+].C(N(C)C)CCC.C(O[CH2:19][CH:20]=[CH:21][CH2:22][C:23]([C:34]1[CH:39]=[CH:38][CH:37]=[CH:36][C:35]=1I)([C:29]([O:31][CH2:32][CH3:33])=[O:30])[C:24]([O:26][CH2:27][CH3:28])=[O:25])(=O)C.